The task is: Predict the reaction yield, written as a fraction of the theoretical maximum amount of product (1.0 means a 100% yield; for example, 0.34 means a 34% yield).. This data is from Reaction yield outcomes from USPTO patents with 853,638 reactions. (1) The reactants are C[O:2][C:3](=[O:25])[C:4]1[C:5](=[C:10]([NH:14][C:15]2[CH:20]=[CH:19][C:18]([O:21][CH3:22])=[CH:17][C:16]=2[O:23][CH3:24])[CH:11]=[CH:12][CH:13]=1)[C:6]([O:8]C)=[O:7].[OH-].[Na+]. The catalyst is C(O)C. The product is [CH3:24][O:23][C:16]1[CH:17]=[C:18]([O:21][CH3:22])[CH:19]=[CH:20][C:15]=1[NH:14][C:10]1[CH:11]=[CH:12][CH:13]=[C:4]([C:3]([OH:25])=[O:2])[C:5]=1[C:6]([OH:8])=[O:7]. The yield is 0.970. (2) No catalyst specified. The product is [CH2:27]([NH:31][C:32]1[N:34]=[C:11]([C:10]2[C:9]([C:15]3[CH:20]=[CH:19][C:18]([F:21])=[CH:17][CH:16]=3)=[N:8][N:7]3[C:2]([Cl:1])=[CH:3][CH:4]=[CH:5][C:6]=23)[CH:12]=[CH:13][N:33]=1)[CH2:28][CH2:29][CH3:30]. The yield is 0.590. The reactants are [Cl:1][C:2]1[N:7]2[N:8]=[C:9]([C:15]3[CH:20]=[CH:19][C:18]([F:21])=[CH:17][CH:16]=3)[C:10]([C:11](=O)[C:12]#[CH:13])=[C:6]2[CH:5]=[CH:4][CH:3]=1.S(O)(O)(=O)=O.[CH2:27]([NH:31][C:32]([NH2:34])=[NH:33])[CH2:28][CH2:29][CH3:30].[O-]CC.[Na+]. (3) The reactants are C([N:8](CC1C=CC=CC=1)[CH:9]1[CH2:13][CH:12]([C:14]([O:16][CH2:17][CH3:18])=[O:15])[CH:11]([CH2:19][CH3:20])[CH2:10]1)C1C=CC=CC=1. The catalyst is CCO. The product is [NH2:8][CH:9]1[CH2:13][CH:12]([C:14]([O:16][CH2:17][CH3:18])=[O:15])[CH:11]([CH2:19][CH3:20])[CH2:10]1. The yield is 0.990. (4) The reactants are [Cl:1][C:2]1[C:3]([OH:12])=[N:4][CH:5]=[C:6]([C:8]([F:11])([F:10])[F:9])[CH:7]=1.[I-].C[N+]1C=CN([C:20](=[O:29])[N:21]([CH3:28])[C:22]2[CH:27]=[CH:26][CH:25]=[CH:24][CH:23]=2)C=1.C(N(CC)CC)C. The catalyst is C(#N)C. The product is [Cl:1][C:2]1[C:3]([O:12][C:20](=[O:29])[N:21]([CH3:28])[C:22]2[CH:27]=[CH:26][CH:25]=[CH:24][CH:23]=2)=[N:4][CH:5]=[C:6]([C:8]([F:11])([F:9])[F:10])[CH:7]=1. The yield is 0.150.